From a dataset of Reaction yield outcomes from USPTO patents with 853,638 reactions. Predict the reaction yield, written as a fraction of the theoretical maximum amount of product (1.0 means a 100% yield; for example, 0.34 means a 34% yield). (1) The reactants are [NH2:1][C:2]1[N:6]([C@@H:7]2[CH2:12][CH2:11][CH2:10][N:9]([C:13]([O:15][C:16]([CH3:19])([CH3:18])[CH3:17])=[O:14])[CH2:8]2)[N:5]=[C:4]([C:20]2[CH:25]=[CH:24][C:23]([O:26]CC3C=CC=CC=3)=[CH:22][CH:21]=2)[C:3]=1[C:34](=[O:36])[NH2:35]. The catalyst is CO.[Pd]. The product is [NH2:1][C:2]1[N:6]([C@@H:7]2[CH2:12][CH2:11][CH2:10][N:9]([C:13]([O:15][C:16]([CH3:19])([CH3:18])[CH3:17])=[O:14])[CH2:8]2)[N:5]=[C:4]([C:20]2[CH:21]=[CH:22][C:23]([OH:26])=[CH:24][CH:25]=2)[C:3]=1[C:34](=[O:36])[NH2:35]. The yield is 0.840. (2) The product is [NH2:17][C:16]1[CH:15]=[CH:14][C:13]([C:20]2[CH:21]=[CH:22][C:23]([C:26]([F:28])([F:29])[F:27])=[CH:24][CH:25]=2)=[CH:12][C:11]=1[CH2:10][NH:9][CH2:8][CH2:7][O:6][Si:5]([C:2]([CH3:4])([CH3:3])[CH3:1])([CH3:30])[CH3:31]. The yield is 0.760. The catalyst is CO.[Pd]. The reactants are [CH3:1][C:2]([Si:5]([CH3:31])([CH3:30])[O:6][CH2:7][CH2:8][NH:9][CH2:10][C:11]1[CH:12]=[C:13]([C:20]2[CH:25]=[CH:24][C:23]([C:26]([F:29])([F:28])[F:27])=[CH:22][CH:21]=2)[CH:14]=[CH:15][C:16]=1[N+:17]([O-])=O)([CH3:4])[CH3:3].[H][H]. (3) The reactants are [CH3:1][C:2]1[CH:7]=[C:6]([CH3:8])[N:5]=[C:4]([N:9]2[CH2:18][CH2:17][C:12]3([O:16][CH2:15][CH2:14][O:13]3)[CH2:11][CH2:10]2)[N:3]=1.[Si]([C:23]#[N:24])(C)(C)C.Cl.CO. The catalyst is C(Cl)Cl.[Zn+2].[I-].[I-]. The product is [CH3:8][C:6]1[CH:7]=[C:2]([CH3:1])[N:3]=[C:4]([N:9]2[CH2:10][CH2:11][C:12]([O:16][CH2:15][CH2:14][OH:13])([C:23]#[N:24])[CH2:17][CH2:18]2)[N:5]=1. The yield is 0.690. (4) The reactants are [F:1][C:2]1[CH:3]=[C:4]([NH2:10])[C:5]([NH2:9])=[CH:6][C:7]=1[F:8].[O:11]=[CH:12][C:13](OCC)=O. The catalyst is C(O)C. The product is [F:1][C:2]1[CH:3]=[C:4]2[C:5](=[CH:6][C:7]=1[F:8])[NH:9][C:12](=[O:11])[CH:13]=[N:10]2. The yield is 0.730. (5) The reactants are [C:1]([O:5][C:6]([N:8]1[C:21]2[CH:20]=[CH:19][CH:18]=[C:17](OS(C(F)(F)F)(=O)=O)[C:16]=2[S:15][C:14]2[C:9]1=[CH:10][CH:11]=[CH:12][CH:13]=2)=[O:7])([CH3:4])([CH3:3])[CH3:2].[B:30]1([B:30]2[O:34][C:33]([CH3:36])([CH3:35])[C:32]([CH3:38])([CH3:37])[O:31]2)[O:34][C:33]([CH3:36])([CH3:35])[C:32]([CH3:38])([CH3:37])[O:31]1.C([O-])(=O)C.[K+].N#N. The catalyst is O1CCOCC1.C1C=CC([PH+]([C]2[CH][CH][CH][CH]2)C2C=CC=CC=2)=CC=1.C1C=CC([PH+]([C]2[CH][CH][CH][CH]2)C2C=CC=CC=2)=CC=1.C(Cl)Cl.Cl[Pd]Cl.[Fe]. The product is [C:1]([O:5][C:6]([N:8]1[C:21]2[CH:20]=[CH:19][CH:18]=[C:17]([B:30]3[O:34][C:33]([CH3:36])([CH3:35])[C:32]([CH3:38])([CH3:37])[O:31]3)[C:16]=2[S:15][C:14]2[C:9]1=[CH:10][CH:11]=[CH:12][CH:13]=2)=[O:7])([CH3:4])([CH3:3])[CH3:2]. The yield is 1.00. (6) The reactants are C([O:5][C:6](=[O:40])[CH:7]([NH:17][C:18]([C:20]1[CH:25]=[CH:24][C:23]([C:26]2[CH:31]=[CH:30][C:29]([NH:32][C:33]([C:35]3[O:36][CH:37]=[CH:38][CH:39]=3)=[O:34])=[CH:28][CH:27]=2)=[CH:22][CH:21]=1)=[O:19])[CH2:8][CH2:9][C:10]([O:12]C(C)(C)C)=[O:11])(C)(C)C.C(O)(C(F)(F)F)=O. The catalyst is ClC(Cl)C. The product is [O:36]1[CH:37]=[CH:38][CH:39]=[C:35]1[C:33]([NH:32][C:29]1[CH:28]=[CH:27][C:26]([C:23]2[CH:24]=[CH:25][C:20]([C:18]([NH:17][CH:7]([CH2:8][CH2:9][C:10]([OH:12])=[O:11])[C:6]([OH:40])=[O:5])=[O:19])=[CH:21][CH:22]=2)=[CH:31][CH:30]=1)=[O:34]. The yield is 0.856.